The task is: Predict which catalyst facilitates the given reaction.. This data is from Catalyst prediction with 721,799 reactions and 888 catalyst types from USPTO. (1) Reactant: CO[C:3]([C:5]1[CH:10]=[CH:9][N:8]2[C:11]([C:32]3[CH:37]=[CH:36][CH:35]=[CH:34][CH:33]=3)=[C:12]([C:14]3[CH:19]=[CH:18][C:17]([C:20]4([NH:24][C:25]([O:27][C:28]([CH3:31])([CH3:30])[CH3:29])=[O:26])[CH2:23][CH2:22][CH2:21]4)=[CH:16][CH:15]=3)[N:13]=[C:7]2[CH:6]=1)=[O:4].[NH3:38]. Product: [C:28]([O:27][C:25](=[O:26])[NH:24][C:20]1([C:17]2[CH:18]=[CH:19][C:14]([C:12]3[N:13]=[C:7]4[CH:6]=[C:5]([C:3](=[O:4])[NH2:38])[CH:10]=[CH:9][N:8]4[C:11]=3[C:32]3[CH:37]=[CH:36][CH:35]=[CH:34][CH:33]=3)=[CH:15][CH:16]=2)[CH2:21][CH2:22][CH2:23]1)([CH3:31])([CH3:29])[CH3:30]. The catalyst class is: 5. (2) Reactant: [CH3:1][P:2]([C:5]1[CH:6]=[C:7]([NH:11][C:12](=[O:50])[NH:13][C:14]2[CH:48]=[CH:47][C:17]([O:18][C:19]3[CH:24]=[CH:23][N:22]=[C:21]4[CH:25]=[C:26]([C:28]5[N:33]=[CH:32][C:31]([CH2:34][N:35]([CH2:43][CH2:44][O:45][CH3:46])C(=O)OC(C)(C)C)=[CH:30][CH:29]=5)[S:27][C:20]=34)=[C:16]([F:49])[CH:15]=2)[CH:8]=[CH:9][CH:10]=1)([CH3:4])=[O:3].FC(F)(F)C(O)=O. Product: [CH3:4][P:2]([C:5]1[CH:6]=[C:7]([NH:11][C:12]([NH:13][C:14]2[CH:48]=[CH:47][C:17]([O:18][C:19]3[CH:24]=[CH:23][N:22]=[C:21]4[CH:25]=[C:26]([C:28]5[CH:29]=[CH:30][C:31]([CH2:34][NH:35][CH2:43][CH2:44][O:45][CH3:46])=[CH:32][N:33]=5)[S:27][C:20]=34)=[C:16]([F:49])[CH:15]=2)=[O:50])[CH:8]=[CH:9][CH:10]=1)([CH3:1])=[O:3]. The catalyst class is: 4.